The task is: Predict the product of the given reaction.. This data is from Forward reaction prediction with 1.9M reactions from USPTO patents (1976-2016). (1) The product is: [CH3:13][O:12][C:11]1[CH:10]=[CH:9][C:8]2[NH:7][C:6](=[O:14])[C:5]3[S:15][C:16]([CH3:18])=[CH:17][C:4]=3[C:3]=2[C:2]=1[C:31]1[CH:32]=[CH:33][C:28]([CH2:27][NH:26][C:24](=[O:25])[O:23][C:19]([CH3:20])([CH3:21])[CH3:22])=[CH:29][CH:30]=1. Given the reactants Br[C:2]1[C:3]2[C:4]3[CH:17]=[C:16]([CH3:18])[S:15][C:5]=3[C:6](=[O:14])[NH:7][C:8]=2[CH:9]=[CH:10][C:11]=1[O:12][CH3:13].[C:19]([O:23][C:24]([NH:26][CH2:27][C:28]1[CH:33]=[CH:32][C:31](B(O)O)=[CH:30][CH:29]=1)=[O:25])([CH3:22])([CH3:21])[CH3:20], predict the reaction product. (2) Given the reactants [CH:1]1[CH:6]=[CH:5][C:4]([P:7]([C:14]2[CH:19]=[CH:18][CH:17]=[CH:16][CH:15]=2)[C:8]2C=CC=C[CH:9]=2)=[CH:3][CH:2]=1.Cl.ClCC[NH2:24].O, predict the reaction product. The product is: [NH2:24][CH2:9][CH2:8][P:7]([C:14]1[CH:19]=[CH:18][CH:17]=[CH:16][CH:15]=1)[C:4]1[CH:5]=[CH:6][CH:1]=[CH:2][CH:3]=1. (3) Given the reactants [Br:1][C:2]1[CH:7]=[CH:6][N:5]=[C:4]2[N:8]([S:11]([C:14]3[CH:20]=[CH:19][C:17]([CH3:18])=[CH:16][CH:15]=3)(=[O:13])=[O:12])[CH:9]=[CH:10][C:3]=12.C([N-]C(C)C)(C)C.[Li+].[I:29]I.S([O-])([O-])(=O)=S.[Na+].[Na+], predict the reaction product. The product is: [Br:1][C:2]1[CH:7]=[CH:6][N:5]=[C:4]2[N:8]([S:11]([C:14]3[CH:20]=[CH:19][C:17]([CH3:18])=[CH:16][CH:15]=3)(=[O:13])=[O:12])[C:9]([I:29])=[CH:10][C:3]=12. (4) Given the reactants CC1C=C2N=C3C(=NC(NC3=O)=O)N(C[C@H](O)[C@H](O)[C@H](O)CO)C2=CC=1C.[CH3:28][N:29]1[C:33](=[O:34])[N:32]([C:35]2[CH:40]=[C:39]([O:41][CH:42]3[CH2:45][O:44][CH2:43]3)[CH:38]=[C:37]([N+:46]([O-])=O)[CH:36]=2)[N:31]=[N:30]1, predict the reaction product. The product is: [NH2:46][C:37]1[CH:36]=[C:35]([N:32]2[C:33](=[O:34])[N:29]([CH3:28])[N:30]=[N:31]2)[CH:40]=[C:39]([O:41][CH:42]2[CH2:43][O:44][CH2:45]2)[CH:38]=1. (5) Given the reactants [CH3:1][C:2]1([CH3:26])[O:25][CH2:24][C:5]2=[C:6]([N:18]3[CH2:23][CH2:22][O:21][CH2:20][CH2:19]3)[N:7]=[C:8]3[O:16][C:15]4[C:14](=O)[NH:13][CH:12]=[N:11][C:10]=4[C:9]3=[C:4]2[CH2:3]1.P(Cl)(Cl)([Cl:29])=O, predict the reaction product. The product is: [Cl:29][C:14]1[N:13]=[CH:12][N:11]=[C:10]2[C:9]3[C:8](=[N:7][C:6]([N:18]4[CH2:19][CH2:20][O:21][CH2:22][CH2:23]4)=[C:5]4[CH2:24][O:25][C:2]([CH3:26])([CH3:1])[CH2:3][C:4]=34)[O:16][C:15]=12. (6) The product is: [CH3:26][C:21]1[CH:20]=[CH:19][C:18]2[C:23](=[CH:24][CH:25]=[C:16]3[O:15][CH2:14][C@H:13]([CH2:12][NH:28][CH2:29][CH2:30][CH2:31][OH:32])[O:27][C:17]3=2)[N:22]=1. Given the reactants BrC1C=CC(S(O[CH2:12][C@@H:13]2[O:27][C:17]3=[C:18]4[C:23](=[CH:24][CH:25]=[C:16]3[O:15][CH2:14]2)[N:22]=[C:21]([CH3:26])[CH:20]=[CH:19]4)(=O)=O)=CC=1.[NH2:28][CH2:29][CH2:30][CH2:31][OH:32].CCN(CC)CC, predict the reaction product.